This data is from Reaction yield outcomes from USPTO patents with 853,638 reactions. The task is: Predict the reaction yield, written as a fraction of the theoretical maximum amount of product (1.0 means a 100% yield; for example, 0.34 means a 34% yield). (1) The reactants are Br[C:2]1[CH:3]=[C:4]([F:11])[C:5]2[N:6]([CH:8]=[CH:9][N:10]=2)[CH:7]=1.[F:12][C:13]([F:24])([F:23])[C:14]1[CH:19]=[CH:18][C:17](B(O)O)=[CH:16][CH:15]=1. No catalyst specified. The product is [F:11][C:4]1[C:5]2[N:6]([CH:8]=[CH:9][N:10]=2)[CH:7]=[C:2]([C:17]2[CH:18]=[CH:19][C:14]([C:13]([F:24])([F:23])[F:12])=[CH:15][CH:16]=2)[CH:3]=1. The yield is 1.00. (2) The reactants are [C:1]([C:3]1[CH:11]=[CH:10][C:9]([F:12])=[CH:8][C:4]=1[C:5]([OH:7])=[O:6])#[N:2].[C:13](Cl)(=O)C. The catalyst is CO. The product is [CH3:13][O:6][C:5](=[O:7])[C:4]1[CH:8]=[C:9]([F:12])[CH:10]=[CH:11][C:3]=1[C:1]#[N:2]. The yield is 0.860. (3) The reactants are S(Cl)(Cl)=O.[NH2:5][C@@:6]1([C:26]([OH:28])=[O:27])[C@H:11]([O:12][CH2:13][C:14]2[CH:19]=[CH:18][C:17]([Cl:20])=[C:16]([Cl:21])[CH:15]=2)[CH2:10][C@@H:9]2[C@H:7]1[C@@:8]2([F:25])[C:22]([OH:24])=[O:23]. The catalyst is C(O)CCCC. The product is [CH2:8]([O:23][C:22]([C@:8]1([F:25])[C@@H:7]2[C@H:9]1[CH2:10][C@@H:11]([O:12][CH2:13][C:14]1[CH:19]=[CH:18][C:17]([Cl:20])=[C:16]([Cl:21])[CH:15]=1)[C@@:6]2([NH2:5])[C:26]([OH:28])=[O:27])=[O:24])[CH2:7][CH2:6][CH2:11][CH3:10]. The yield is 0.500. (4) The reactants are [CH3:1][C:2]1[S:6][C:5]([C:7]2([OH:17])[CH2:16][CH2:15][C:10]3(OCC[O:11]3)[CH2:9][CH2:8]2)=[N:4][CH:3]=1.C([O-])([O-])=O.[Na+].[Na+]. The catalyst is C1COCC1. The product is [OH:17][C:7]1([C:5]2[S:6][C:2]([CH3:1])=[CH:3][N:4]=2)[CH2:16][CH2:15][C:10](=[O:11])[CH2:9][CH2:8]1. The yield is 0.990. (5) The reactants are [F:1][CH:2]([CH2:13][N:14]1[CH:19]=[CH:18][C:17]([NH:20][C:21](=[O:29])[CH2:22][C:23]2[CH:28]=[CH:27][CH:26]=[CH:25][CH:24]=2)=[CH:16][C:15]1=[O:30])[CH2:3][CH2:4][N:5]1[CH:9]=[C:8]([C:10]([OH:12])=O)[N:7]=[N:6]1.[F:31][C:32]1[CH:37]=[CH:36][C:35]([O:38][C:39]([F:42])([F:41])[F:40])=[CH:34][C:33]=1[CH2:43][NH2:44].CN(C(ON1N=NC2C=CC=NC1=2)=[N+](C)C)C.F[P-](F)(F)(F)(F)F.CCN(C(C)C)C(C)C. The catalyst is CN(C=O)C. The product is [F:1][CH:2]([CH2:13][N:14]1[CH:19]=[CH:18][C:17]([NH:20][C:21](=[O:29])[CH2:22][C:23]2[CH:28]=[CH:27][CH:26]=[CH:25][CH:24]=2)=[CH:16][C:15]1=[O:30])[CH2:3][CH2:4][N:5]1[CH:9]=[C:8]([C:10]([NH:44][CH2:43][C:33]2[CH:34]=[C:35]([O:38][C:39]([F:40])([F:41])[F:42])[CH:36]=[CH:37][C:32]=2[F:31])=[O:12])[N:7]=[N:6]1. The yield is 0.550.